This data is from Reaction yield outcomes from USPTO patents with 853,638 reactions. The task is: Predict the reaction yield, written as a fraction of the theoretical maximum amount of product (1.0 means a 100% yield; for example, 0.34 means a 34% yield). (1) The reactants are [CH3:1][C:2]1[N:11]([C:12]2[CH:17]=[CH:16][CH:15]=[CH:14][CH:13]=2)[C:10](=[O:18])[C:9]2[C:4](=[CH:5][CH:6]=[CH:7][CH:8]=2)[N:3]=1.[OH:19][C:20]1[C:27]([O:28]C)=[CH:26][CH:25]=[CH:24][C:21]=1[CH:22]=O.CC([O-])=O.[Na+]. The catalyst is CC(O)=O. The product is [OH:19][C:20]1[C:27]([OH:28])=[CH:26][CH:25]=[CH:24][C:21]=1[CH:22]=[CH:1][C:2]1[N:11]([C:12]2[CH:17]=[CH:16][CH:15]=[CH:14][CH:13]=2)[C:10](=[O:18])[C:9]2[C:4](=[CH:5][CH:6]=[CH:7][CH:8]=2)[N:3]=1. The yield is 0.750. (2) The reactants are [N:1]1[CH:6]=[CH:5][CH:4]=[CH:3][C:2]=1[C:7]1[N:11]=[C:10]([C:12]2[CH:13]=[N:14][CH:15]=[C:16](Br)[CH:17]=2)[O:9][N:8]=1.B1([C:25]2[CH:30]=[CH:29][CH:28]=[N:27][CH:26]=2)OCCCO1.C(=O)([O-])[O-].[Na+].[Na+]. The catalyst is C1C=CC([P]([Pd]([P](C2C=CC=CC=2)(C2C=CC=CC=2)C2C=CC=CC=2)([P](C2C=CC=CC=2)(C2C=CC=CC=2)C2C=CC=CC=2)[P](C2C=CC=CC=2)(C2C=CC=CC=2)C2C=CC=CC=2)(C2C=CC=CC=2)C2C=CC=CC=2)=CC=1.COCCOC. The product is [N:1]1[CH:6]=[CH:5][CH:4]=[CH:3][C:2]=1[C:7]1[N:11]=[C:10]([C:12]2[CH:13]=[N:14][CH:15]=[C:16]([C:25]3[CH:26]=[N:27][CH:28]=[CH:29][CH:30]=3)[CH:17]=2)[O:9][N:8]=1. The yield is 0.350. (3) The yield is 0.538. The product is [CH3:26][O:25][C:23](=[O:24])[C@@H:18]([N:17]1[CH2:16][C:15]2[CH2:14][C:13]3[C:12]([O:27][CH3:28])=[CH:11][CH:10]=[C:9]([O:29][CH3:30])[C:8]=3[O:7][C:6]=2[C:4]1=[O:3])[CH2:19][CH:20]([CH3:22])[CH3:21]. The catalyst is C(#N)C. The reactants are C([O:3][C:4]([CH:6]1[C:15]([CH2:16][NH:17][C@H:18]([C:23]([O:25][CH3:26])=[O:24])[CH2:19][CH:20]([CH3:22])[CH3:21])=[CH:14][C:13]2[C:8](=[C:9]([O:29][CH3:30])[CH:10]=[CH:11][C:12]=2[O:27][CH3:28])[O:7]1)=O)C.